This data is from Full USPTO retrosynthesis dataset with 1.9M reactions from patents (1976-2016). The task is: Predict the reactants needed to synthesize the given product. (1) Given the product [CH3:11][O:12][C:13]1[CH:22]=[C:17]2[C:16]([CH2:20][CH2:19][CH:18]2[NH2:10])=[CH:15][CH:14]=1, predict the reactants needed to synthesize it. The reactants are: O1C2CCCC([NH2:10])C=2C=C1.[CH3:11][O:12][C:13]1[CH:14]=[CH:15][CH:16]=[C:17]2[C:22]=1C=[CH:20][CH2:19][CH2:18]2. (2) Given the product [Br:1][C:2]1[CH:7]=[CH:6][C:5]([CH2:8][CH2:9][CH2:10][C:11]2[N:15]([CH2:16][CH3:17])[C:14](=[O:18])[N:13]([CH2:33][C:32]3[CH:35]=[CH:36][C:29]([C:25]([CH3:28])([CH3:27])[CH3:26])=[CH:30][CH:31]=3)[N:12]=2)=[CH:4][CH:3]=1, predict the reactants needed to synthesize it. The reactants are: [Br:1][C:2]1[CH:7]=[CH:6][C:5]([CH2:8][CH2:9][CH2:10][C:11]2[N:15]([CH2:16][CH3:17])[C:14](=[O:18])[NH:13][N:12]=2)=[CH:4][CH:3]=1.C(=O)([O-])[O-].[K+].[K+].[C:25]([C:29]1[CH:36]=[CH:35][C:32]([CH2:33]Br)=[CH:31][CH:30]=1)([CH3:28])([CH3:27])[CH3:26]. (3) The reactants are: [NH2:1][C:2]1[N:7]=[CH:6][N:5]=[C:4]([C:8]2[NH:12][C:11]([C:13]3[CH:18]=[CH:17][CH:16]=[CH:15][CH:14]=3)=[C:10]([C:19]([OH:21])=O)[CH:9]=2)[CH:3]=1.CC[N:24](C(C)C)C(C)C.CCN=C=NCCCN(C)C.Cl.C1C=CC2N(O)N=NC=2C=1.N. Given the product [NH2:1][C:2]1[N:7]=[CH:6][N:5]=[C:4]([C:8]2[NH:12][C:11]([C:13]3[CH:18]=[CH:17][CH:16]=[CH:15][CH:14]=3)=[C:10]([C:19]([NH2:24])=[O:21])[CH:9]=2)[CH:3]=1, predict the reactants needed to synthesize it. (4) The reactants are: C[O:2][C:3]([C:5]1[C:10]([CH3:11])=[CH:9][C:8]([C:12]2[CH:17]=[CH:16][CH:15]=[C:14]([C:18]([F:21])([F:20])[F:19])[CH:13]=2)=[CH:7][N:6]=1)=[O:4].[OH-].[Li+]. Given the product [CH3:11][C:10]1[C:5]([C:3]([OH:4])=[O:2])=[N:6][CH:7]=[C:8]([C:12]2[CH:17]=[CH:16][CH:15]=[C:14]([C:18]([F:19])([F:20])[F:21])[CH:13]=2)[CH:9]=1, predict the reactants needed to synthesize it. (5) Given the product [Cl:15][C:16]1[CH:23]=[CH:22][C:19]([CH2:20][NH:4][C:3]2[CH:5]=[CH:6][CH:7]=[CH:8][C:2]=2[I:1])=[CH:18][CH:17]=1, predict the reactants needed to synthesize it. The reactants are: [I:1][C:2]1[CH:8]=[CH:7][CH:6]=[CH:5][C:3]=1[NH2:4].C([O-])([O-])=O.[K+].[K+].[Cl:15][C:16]1[CH:23]=[CH:22][C:19]([CH2:20]Br)=[CH:18][CH:17]=1.